From a dataset of Full USPTO retrosynthesis dataset with 1.9M reactions from patents (1976-2016). Predict the reactants needed to synthesize the given product. (1) Given the product [C:1]([O:5][CH2:6][CH:7]([OH:8])[CH2:9][F:10])([CH3:4])([CH3:3])[CH3:2], predict the reactants needed to synthesize it. The reactants are: [C:1]([O:5][CH2:6][CH:7]1[CH2:9][O:8]1)([CH3:4])([CH3:3])[CH3:2].[F:10]CC1COC(=O)C=1.F.[F-].[K+]. (2) Given the product [Cl:2][C:3]1[C:4]([CH2:12][OH:13])=[C:5]([CH2:6][OH:7])[CH:9]=[CH:10][CH:11]=1.[Cl:2][C:3]1[CH:11]=[CH:10][CH:9]=[C:5]([C:6]([OH:8])=[O:7])[C:4]=1[C:12]([OH:14])=[O:13], predict the reactants needed to synthesize it. The reactants are: B.[Cl:2][C:3]1[CH:11]=[CH:10][CH:9]=[C:5]([C:6]([OH:8])=[O:7])[C:4]=1[C:12]([OH:14])=[O:13].FC1C(CO)=C(CO)C=CC=1. (3) Given the product [F:21][C:12]1[CH:11]=[C:10]([NH:9][C:7](=[O:8])[C:6]2[CH:22]=[C:2]([C:33]3[CH:34]=[N:29][CH:30]=[N:31][CH:32]=3)[C:3]([N:23]3[CH2:27][CH2:26][C@@H:25]([OH:28])[CH2:24]3)=[N:4][CH:5]=2)[CH:15]=[CH:14][C:13]=1[O:16][C:17]([F:20])([F:19])[F:18], predict the reactants needed to synthesize it. The reactants are: Br[C:2]1[C:3]([N:23]2[CH2:27][CH2:26][C@@H:25]([OH:28])[CH2:24]2)=[N:4][CH:5]=[C:6]([CH:22]=1)[C:7]([NH:9][C:10]1[CH:15]=[CH:14][C:13]([O:16][C:17]([F:20])([F:19])[F:18])=[C:12]([F:21])[CH:11]=1)=[O:8].[N:29]1[CH:34]=[C:33](B(O)O)[CH:32]=[N:31][CH:30]=1.